From a dataset of Full USPTO retrosynthesis dataset with 1.9M reactions from patents (1976-2016). Predict the reactants needed to synthesize the given product. (1) Given the product [Cl:1][C:2]1[CH:3]=[C:4]2[C:8](=[CH:9][CH:10]=1)[CH:7]([O:11][C:12]1[CH:17]=[CH:16][C:15]([CH2:18][CH2:19][C:20]([NH:27][S:24]([CH3:23])(=[O:26])=[O:25])=[O:22])=[CH:14][CH:13]=1)[CH2:6][CH2:5]2, predict the reactants needed to synthesize it. The reactants are: [Cl:1][C:2]1[CH:3]=[C:4]2[C:8](=[CH:9][CH:10]=1)[CH:7]([O:11][C:12]1[CH:17]=[CH:16][C:15]([CH2:18][CH2:19][C:20]([OH:22])=O)=[CH:14][CH:13]=1)[CH2:6][CH2:5]2.[CH3:23][S:24]([NH2:27])(=[O:26])=[O:25].Cl.C(N=C=NCCCN(C)C)C.O. (2) The reactants are: Br[C:2]1[CH:3]=[C:4]2[C:8](=[CH:9][CH:10]=1)[N:7]([C:11]1[CH:16]=[CH:15][CH:14]=[C:13]([O:17][CH3:18])[CH:12]=1)[N:6]=[CH:5]2.[Cl:19][C:20]1[CH:25]=[C:24]([Cl:26])[CH:23]=[CH:22][C:21]=1[CH:27]([CH3:30])[CH:28]=[O:29]. Given the product [Cl:19][C:20]1[CH:25]=[C:24]([Cl:26])[CH:23]=[CH:22][C:21]=1[CH:27]([CH3:30])[CH:28]([C:2]1[CH:3]=[C:4]2[C:8](=[CH:9][CH:10]=1)[N:7]([C:11]1[CH:16]=[CH:15][CH:14]=[C:13]([O:17][CH3:18])[CH:12]=1)[N:6]=[CH:5]2)[OH:29], predict the reactants needed to synthesize it. (3) Given the product [Cl:1][C:2]1[CH:11]=[CH:10][C:9]2[C:4](=[CH:5][CH:6]=[CH:7][C:8]=2[NH:12][NH2:13])[N:3]=1, predict the reactants needed to synthesize it. The reactants are: [Cl:1][C:2]1[CH:11]=[CH:10][C:9]2[C:4](=[CH:5][CH:6]=[CH:7][C:8]=2[NH2:12])[N:3]=1.[NH2:13]C1C=CC=C2C=1C=CC=N2. (4) Given the product [CH3:4][O:5][C:6](=[O:15])[C:7]1[C:12]([CH3:16])=[CH:11][CH:10]=[N:9][C:8]=1[Cl:14], predict the reactants needed to synthesize it. The reactants are: [Zn](C)C.[CH3:4][O:5][C:6](=[O:15])[C:7]1[C:12](Br)=[CH:11][CH:10]=[N:9][C:8]=1[Cl:14].[CH3:16]O. (5) Given the product [F:7][C:8]([F:13])([F:12])[C:9]([OH:11])=[O:10].[Cl:14][C:15]1[N:16]=[CH:17][N:18]([C:20]2[CH:25]=[CH:24][C:23]([NH:26][C:27]3[N:44]=[C:30]4[CH:31]([C:37]5[CH:38]=[CH:39][C:40]([F:43])=[CH:41][CH:42]=5)[CH2:32][C:33](=[O:2])[CH2:34][CH2:35][N:29]4[N:28]=3)=[CH:22][C:21]=2[O:45][CH3:46])[CH:19]=1, predict the reactants needed to synthesize it. The reactants are: I([O-])(=O)(=O)=[O:2].[Na+].[F:7][C:8]([F:13])([F:12])[C:9]([OH:11])=[O:10].[Cl:14][C:15]1[N:16]=[CH:17][N:18]([C:20]2[CH:25]=[CH:24][C:23]([NH:26][C:27]3[N:44]=[C:30]4[CH:31]([C:37]5[CH:42]=[CH:41][C:40]([F:43])=[CH:39][CH:38]=5)[CH2:32][C:33](=C)[CH2:34][CH2:35][N:29]4[N:28]=3)=[CH:22][C:21]=2[O:45][CH3:46])[CH:19]=1. (6) Given the product [F:42][C:39]1[CH:40]=[C:41]2[C:36](=[CH:37][CH:38]=1)[N:35]([CH2:43][C:44]([O:46][CH3:50])=[O:45])[C:34]([CH3:47])=[C:33]2[O:32][C:31]1[CH:30]=[CH:29][C:28]([C:25]([NH:2][CH3:1])=[O:27])=[CH:49][CH:48]=1, predict the reactants needed to synthesize it. The reactants are: [CH3:1][N:2](C(ON1N=NC2C=CC=NC1=2)=[N+](C)C)C.F[P-](F)(F)(F)(F)F.[C:25]([C:28]1[CH:49]=[CH:48][C:31]([O:32][C:33]2[C:41]3[C:36](=[CH:37][CH:38]=[C:39]([F:42])[CH:40]=3)[N:35]([CH2:43][C:44]([OH:46])=[O:45])[C:34]=2[CH3:47])=[CH:30][CH:29]=1)([OH:27])=O.[CH3:50]CN(C(C)C)C(C)C.CN.Cl. (7) Given the product [CH2:11]([N:7]1[C:8]([CH3:10])=[N:9][C:5]([CH:4]=[O:3])=[N:6]1)[CH3:12], predict the reactants needed to synthesize it. The reactants are: C([O:3][CH:4](OCC)[C:5]1[N:9]=[C:8]([CH3:10])[N:7]([CH2:11][CH3:12])[N:6]=1)C.Cl.